Dataset: Reaction yield outcomes from USPTO patents with 853,638 reactions. Task: Predict the reaction yield, written as a fraction of the theoretical maximum amount of product (1.0 means a 100% yield; for example, 0.34 means a 34% yield). (1) The reactants are [Si]([O:8][CH2:9][CH2:10][CH2:11][CH2:12][CH:13]([OH:33])[CH:14]([S:23]([C:26]1[CH:31]=[CH:30][C:29]([Cl:32])=[CH:28][CH:27]=1)(=[O:25])=[O:24])[C:15]1[CH:20]=[C:19]([F:21])[CH:18]=[CH:17][C:16]=1[F:22])(C(C)(C)C)(C)C.N1C=CC=CC=1.F.C(OCC)(=O)C.CCCCCC. The catalyst is O1CCCC1.C(OCC)(=O)C. The product is [Cl:32][C:29]1[CH:28]=[CH:27][C:26]([S:23]([CH:14]([C:15]2[CH:20]=[C:19]([F:21])[CH:18]=[CH:17][C:16]=2[F:22])[CH:13]([OH:33])[CH2:12][CH2:11][CH2:10][CH2:9][OH:8])(=[O:25])=[O:24])=[CH:31][CH:30]=1. The yield is 0.510. (2) The product is [Cl:1][C:2]1[CH:3]=[CH:4][C:5]([C:6]([N:43]([C@H:44]([CH2:51][CH2:52][CH3:53])[CH2:45][N:46]2[CH2:47][CH:48]([OH:50])[CH2:49]2)[CH3:42])=[O:8])=[CH:9][CH:10]=1. The catalyst is C(Cl)Cl.C1COCC1.CO. The yield is 0.732. The reactants are [Cl:1][C:2]1[CH:10]=[CH:9][C:5]([C:6]([OH:8])=O)=[CH:4][CH:3]=1.CCN(C(C)C)C(C)C.CN(C(ON1N=NC2C=CC=CC1=2)=[N+](C)C)C.[B-](F)(F)(F)F.[CH3:42][NH:43][C@H:44]([CH2:51][CH2:52][CH3:53])[CH2:45][N:46]1[CH2:49][CH:48]([OH:50])[CH2:47]1.[OH-].[K+]. (3) The reactants are [OH:1][C@@H:2]1[C@@H:7]([OH:8])[CH2:6][CH2:5][N:4]([C:9]2[CH:10]=[CH:11][C:12]([C:15]3[NH:39][C:18]4=[N:19][CH:20]=[CH:21][C:22]([C:23]5[CH:28]=[CH:27][C:26]([CH2:29][NH:30][C:31](=O)[O:32]C(C)(C)C)=[C:25]([F:38])[CH:24]=5)=[C:17]4[N:16]=3)=[N:13][CH:14]=2)[CH2:3]1.[C:40]([C:44]1[N:48]=[C:47](C(OC)=O)[O:46][N:45]=1)([CH3:43])([CH3:42])[CH3:41]. No catalyst specified. The product is [C:40]([C:44]1[N:48]=[C:47]([C:31]([NH:30][CH2:29][C:26]2[CH:27]=[CH:28][C:23]([C:22]3[CH:21]=[CH:20][N:19]=[C:18]4[NH:39][C:15]([C:12]5[CH:11]=[CH:10][C:9]([N:4]6[CH2:5][CH2:6][C@H:7]([OH:8])[C@@H:2]([OH:1])[CH2:3]6)=[CH:14][N:13]=5)=[N:16][C:17]=34)=[CH:24][C:25]=2[F:38])=[O:32])[O:46][N:45]=1)([CH3:43])([CH3:42])[CH3:41]. The yield is 0.520. (4) The reactants are [Cl:1][C:2]1[CH:7]=[CH:6][C:5]([C:8]2[C:16]([C:17](=[N:21][OH:22])[CH:18]([CH3:20])[CH3:19])=[C:11]3[CH:12]=[CH:13][CH:14]=[CH:15][N:10]3[N:9]=2)=[CH:4][CH:3]=1.C[Si]([N:27]=[C:28]=[O:29])(C)C.N1C=CC=CC=1. The catalyst is C1COCC1. The product is [C:28]([O:22][N:21]=[C:17]([C:16]1[C:8]([C:5]2[CH:6]=[CH:7][C:2]([Cl:1])=[CH:3][CH:4]=2)=[N:9][N:10]2[CH:15]=[CH:14][CH:13]=[CH:12][C:11]=12)[CH:18]([CH3:19])[CH3:20])(=[O:29])[NH2:27]. The yield is 0.696. (5) The product is [C:1](=[O:13])([O:11][CH3:12])[O:2][C:3]1[CH:8]=[C:7]([N+:14]([O-:16])=[O:15])[C:6]([F:9])=[CH:5][C:4]=1[Cl:10]. The catalyst is OS(O)(=O)=O. The yield is 0.900. The reactants are [C:1](=[O:13])([O:11][CH3:12])[O:2][C:3]1[CH:8]=[CH:7][C:6]([F:9])=[CH:5][C:4]=1[Cl:10].[N+:14]([O-])([OH:16])=[O:15]. (6) The reactants are Cl[C:2]1[CH:7]=[CH:6][C:5]([N+:8]([O-:10])=[O:9])=[CH:4][N:3]=1.[CH3:11][C:12]1[CH:17]=[CH:16][CH:15]=[C:14]([CH3:18])[C:13]=1B(O)O. The catalyst is COCCOC. The product is [CH3:11][C:12]1[CH:17]=[CH:16][CH:15]=[C:14]([CH3:18])[C:13]=1[C:2]1[CH:7]=[CH:6][C:5]([N+:8]([O-:10])=[O:9])=[CH:4][N:3]=1. The yield is 0.981. (7) The reactants are CN([C:4]([O:8]N1N=NC2C=CC=NC1=2)=[N+](C)C)C.F[P-](F)(F)(F)(F)F.[C:25]([O:29][C:30]([NH:32][C@@H:33]([C@H:45]([CH3:53])[CH2:46][CH:47]([CH3:52])[CH2:48][CH2:49][CH:50]=[CH2:51])[C:34]([N:36]1[CH2:40][C@H:39]([OH:41])[CH2:38][C@H:37]1[C:42](O)=[O:43])=[O:35])=[O:31])([CH3:28])([CH3:27])[CH3:26].Cl.[NH2:55][C@:56]1([C:61]([NH:63][S:64]([C:67]2([CH2:70][F:71])[CH2:69][CH2:68]2)(=[O:66])=[O:65])=[O:62])[CH2:58][C@H:57]1[CH:59]=[CH2:60].CCN(C(C)C)C(C)C. The catalyst is C(Cl)Cl. The product is [F:71][CH2:70][C:67]1([S:64]([NH:63][C:61]([C@@:56]2([NH:55][C:42]([C@@H:37]3[CH2:38][C@@H:39]([OH:41])[CH2:40][N:36]3[C:34](=[O:35])[C@@H:33]([NH:32][C:30](=[O:31])[O:29][C:25]([CH3:28])([CH3:26])[CH3:27])[C@H:45]([CH2:53][O:8][CH3:4])[CH2:46][CH:47]([CH3:52])[CH2:48][CH2:49][CH:50]=[CH2:51])=[O:43])[CH2:58][C@H:57]2[CH:59]=[CH2:60])=[O:62])(=[O:66])=[O:65])[CH2:69][CH2:68]1. The yield is 0.440. (8) The reactants are C[O:2][C:3]1[CH:4]=[CH:5][C:6]2[O:12][C:11]3[CH:13]=[CH:14][CH:15]=[CH:16][C:10]=3[N:9]=[C:8]([C:17]3[CH:27]=[CH:26][C:20]([C:21]([O:23][CH2:24][CH3:25])=[O:22])=[CH:19][CH:18]=3)[C:7]=2[CH:28]=1.B(Br)(Br)Br.C(O)C.CO. The catalyst is C(Cl)Cl.C(OCC)(=O)C. The product is [OH:2][C:3]1[CH:4]=[CH:5][C:6]2[O:12][C:11]3[CH:13]=[CH:14][CH:15]=[CH:16][C:10]=3[N:9]=[C:8]([C:17]3[CH:27]=[CH:26][C:20]([C:21]([O:23][CH2:24][CH3:25])=[O:22])=[CH:19][CH:18]=3)[C:7]=2[CH:28]=1. The yield is 0.300. (9) The yield is 0.500. The reactants are [Br:1][C:2]1[CH:7]=[CH:6][C:5]([O:8]COC)=[C:4]([O:12][CH:13]2[CH2:16][CH2:15][CH2:14]2)[CH:3]=1.O1CCOCC1.Cl. The product is [Br:1][C:2]1[CH:7]=[CH:6][C:5]([OH:8])=[C:4]([O:12][CH:13]2[CH2:16][CH2:15][CH2:14]2)[CH:3]=1. The catalyst is O.